From a dataset of Reaction yield outcomes from USPTO patents with 853,638 reactions. Predict the reaction yield, written as a fraction of the theoretical maximum amount of product (1.0 means a 100% yield; for example, 0.34 means a 34% yield). (1) The reactants are CC(C)([O-])C.[Na+].Br[C:8]1[CH:13]=[CH:12][C:11]([Cl:14])=[C:10]([O:15][CH3:16])[CH:9]=1.[NH:17]1[CH2:22][CH2:21][CH:20]([C:23]([O:25][CH2:26][CH3:27])=[O:24])[CH2:19][CH2:18]1. The catalyst is C1(C)C=CC=CC=1.CC(O)=O.CC(P(C(C)(C)C)C1C(C2[C-]=CC=CC=2)=CC=CC=1)(C)C.[Pd]. The product is [Cl:14][C:11]1[CH:12]=[CH:13][C:8]([N:17]2[CH2:22][CH2:21][CH:20]([C:23]([O:25][CH2:26][CH3:27])=[O:24])[CH2:19][CH2:18]2)=[CH:9][C:10]=1[O:15][CH3:16]. The yield is 0.560. (2) The yield is 0.650. The catalyst is C(Cl)Cl. The reactants are [CH3:1][O:2][C:3](=[O:47])[NH:4][CH:5]([C:9]([N:11]1[CH2:15][CH2:14][CH2:13][CH:12]1[C:16]1[NH:17][C:18]([C:21]2[CH:30]=[CH:29][C:28]3[C:23](=[CH:24][CH:25]=[C:26]([C:31]4[CH:36]=[CH:35][C:34]([C:37]5[NH:38][C:39]([CH:42]6[CH2:46][CH2:45][CH2:44][NH:43]6)=[N:40][CH:41]=5)=[CH:33][CH:32]=4)[CH:27]=3)[CH:22]=2)=[CH:19][N:20]=1)=[O:10])[CH:6]([CH3:8])[CH3:7].[CH3:48][O:49][C:50]([NH:52][C@@H:53]([C:57]1[CH:62]=[CH:61][CH:60]=[CH:59][CH:58]=1)[C:54](O)=[O:55])=[O:51].CN(C(ON1N=NC2C=CC=NC1=2)=[N+](C)C)C.F[P-](F)(F)(F)(F)F.[O-]P([O-])([O-])=O.[K+].[K+].[K+]. The product is [CH3:1][O:2][C:3](=[O:47])[NH:4][CH:5]([C:9]([N:11]1[CH2:15][CH2:14][CH2:13][CH:12]1[C:16]1[NH:17][C:18]([C:21]2[CH:30]=[CH:29][C:28]3[C:23](=[CH:24][CH:25]=[C:26]([C:31]4[CH:36]=[CH:35][C:34]([C:37]5[NH:38][C:39]([C@@H:42]6[CH2:46][CH2:45][CH2:44][N:43]6[C:54](=[O:55])[CH:53]([NH:52][C:50]([O:49][CH3:48])=[O:51])[C:57]6[CH:62]=[CH:61][CH:60]=[CH:59][CH:58]=6)=[N:40][CH:41]=5)=[CH:33][CH:32]=4)[CH:27]=3)[CH:22]=2)=[CH:19][N:20]=1)=[O:10])[CH:6]([CH3:8])[CH3:7]. (3) The reactants are [NH2:1][C:2]1[CH:11]=[CH:10][C:5]([C:6]([O:8][CH3:9])=[O:7])=[CH:4][C:3]=1[C:12]([N:14]1[CH2:19][CH2:18][CH:17]([N:20]2[CH2:32][CH2:31][CH2:30][C:22]3([C:26](=[O:27])[O:25][C:24]([CH3:29])([CH3:28])[CH2:23]3)[CH2:21]2)[CH2:16][CH2:15]1)=[O:13].[CH2:33]([N:35]=[C:36]=[O:37])[CH3:34].C(OC(C)C)(C)C. No catalyst specified. The product is [CH3:29][C:24]1([CH3:28])[CH2:23][C:22]2([CH2:30][CH2:31][CH2:32][N:20]([CH:17]3[CH2:18][CH2:19][N:14]([C:12]([C:3]4[CH:4]=[C:5]([CH:10]=[CH:11][C:2]=4[NH:1][C:36]([NH:35][CH2:33][CH3:34])=[O:37])[C:6]([O:8][CH3:9])=[O:7])=[O:13])[CH2:15][CH2:16]3)[CH2:21]2)[C:26](=[O:27])[O:25]1. The yield is 0.400. (4) The catalyst is COCCOC.C1C=CC(P(C2C=CC=CC=2)[C-]2C=CC=C2)=CC=1.C1C=CC(P(C2C=CC=CC=2)[C-]2C=CC=C2)=CC=1.Cl[Pd]Cl.[Fe+2].C(Cl)Cl. The yield is 0.600. The product is [CH3:18][C:19]1[CH:25]=[CH:24][C:22]([NH2:23])=[CH:21][C:20]=1[C:2]1[N:7]=[N:6][C:5]([S:8]([CH3:11])(=[O:10])=[O:9])=[C:4]([N:12]2[CH2:17][CH2:16][O:15][CH2:14][CH2:13]2)[CH:3]=1. The reactants are Cl[C:2]1[N:7]=[N:6][C:5]([S:8]([CH3:11])(=[O:10])=[O:9])=[C:4]([N:12]2[CH2:17][CH2:16][O:15][CH2:14][CH2:13]2)[CH:3]=1.[CH3:18][C:19]1[CH:25]=[CH:24][C:22]([NH2:23])=[CH:21][C:20]=1B1OC(C)(C)C(C)(C)O1.C(=O)([O-])[O-].[Na+].[Na+]. (5) The reactants are [Cl:1][C:2]1[C:3]([C:9]2[N:14]=[C:13]([NH:15][CH2:16][CH:17]3[CH2:22][CH2:21][O:20][CH2:19][CH2:18]3)[CH:12]=[N:11][C:10]=2[C:23]([F:26])([F:25])[F:24])=[CH:4][C:5](F)=[N:6][CH:7]=1.[C@H:27]1([NH2:34])[CH2:32][CH2:31][C@H:30]([NH2:33])[CH2:29][CH2:28]1. The catalyst is CS(C)=O. The product is [Cl:1][C:2]1[C:3]([C:9]2[C:10]([C:23]([F:26])([F:25])[F:24])=[N:11][CH:12]=[C:13]([NH:15][CH2:16][CH:17]3[CH2:22][CH2:21][O:20][CH2:19][CH2:18]3)[N:14]=2)=[CH:4][C:5]([NH:33][C@H:30]2[CH2:31][CH2:32][C@H:27]([NH2:34])[CH2:28][CH2:29]2)=[N:6][CH:7]=1. The yield is 0.320. (6) The reactants are [F:1][C:2]1[C:3]([F:15])=[C:4]([CH2:13]O)[C:5]2[O:9][C:8]([CH3:11])([CH3:10])[CH2:7][C:6]=2[CH:12]=1.O=S(Cl)[Cl:18]. The catalyst is ClCCl. The product is [Cl:18][CH2:13][C:4]1[C:5]2[O:9][C:8]([CH3:11])([CH3:10])[CH2:7][C:6]=2[CH:12]=[C:2]([F:1])[C:3]=1[F:15]. The yield is 0.990. (7) The reactants are [NH2:1][C:2]1[C:12]([CH3:13])=[CH:11][C:10](Br)=[CH:9][C:3]=1[C:4]([O:6][CH2:7][CH3:8])=[O:5].[Cu](C#N)[C:16]#[N:17]. The catalyst is CN(C)C(=O)C. The product is [NH2:1][C:2]1[C:12]([CH3:13])=[CH:11][C:10]([C:16]#[N:17])=[CH:9][C:3]=1[C:4]([O:6][CH2:7][CH3:8])=[O:5]. The yield is 0.802.